This data is from Reaction yield outcomes from USPTO patents with 853,638 reactions. The task is: Predict the reaction yield, written as a fraction of the theoretical maximum amount of product (1.0 means a 100% yield; for example, 0.34 means a 34% yield). (1) The reactants are Cl[C:2]1[N:10]=[C:9]([Cl:11])[CH:8]=[CH:7][C:3]=1[C:4]([NH2:6])=O.[CH3:12][O-:13].[Na+].Cl. The catalyst is CO. The product is [Cl:11][C:9]1[CH:8]=[C:7]([O:13][CH3:12])[C:3]([C:4]#[N:6])=[CH:2][N:10]=1. The yield is 0.770. (2) The reactants are [C:1](O)(=[O:6])[CH2:2][CH2:3][CH:4]=[CH2:5].[NH2:8][CH2:9][C@@H:10]1[CH2:14][CH2:13][CH2:12][N:11]1[C:15]([C@@H:17]([CH2:26][CH:27]=[CH2:28])[CH2:18][C:19]([O:21][C:22]([CH3:25])([CH3:24])[CH3:23])=[O:20])=[O:16].CO.C(Cl)Cl. The catalyst is C(Cl)Cl. The product is [C:1]([NH:8][CH2:9][C@@H:10]1[CH2:14][CH2:13][CH2:12][N:11]1[C:15]([C@@H:17]([CH2:26][CH:27]=[CH2:28])[CH2:18][C:19]([O:21][C:22]([CH3:23])([CH3:24])[CH3:25])=[O:20])=[O:16])(=[O:6])[CH2:2][CH2:3][CH:4]=[CH2:5]. The yield is 0.940. (3) The reactants are [Cl:1][C:2]1[CH:18]=[CH:17][CH:16]=[CH:15][C:3]=1[CH2:4][NH:5][C:6](=[O:14])[N:7]([CH2:11][CH2:12][OH:13])[CH2:8][CH2:9][OH:10].[CH2:19]([C:21]1[CH:26]=[CH:25][C:24]([N:27]=[C:28]=[O:29])=[CH:23][CH:22]=1)[CH3:20]. The catalyst is C1COCC1.CN(C1C=CN=CC=1)C. The product is [CH2:19]([C:21]1[CH:26]=[CH:25][C:24]([NH:27][C:28](=[O:29])[O:13][CH2:12][CH2:11][N:7]([CH2:8][CH2:9][OH:10])[C:6]([NH:5][CH2:4][C:3]2[CH:15]=[CH:16][CH:17]=[CH:18][C:2]=2[Cl:1])=[O:14])=[CH:23][CH:22]=1)[CH3:20]. The yield is 0.480. (4) The reactants are Cl.Cl.[NH2:3][CH:4]([C:16]1[CH:21]=[CH:20][CH:19]=[CH:18][CH:17]=1)[C:5]([O:7][C@@H:8]1[CH:13]2[CH2:14][CH2:15][N:10]([CH2:11][CH2:12]2)[CH2:9]1)=[O:6].C(N(CC)CC)C.[C:29](Cl)(=[O:37])[O:30][CH:31]1[CH2:36][CH2:35][CH2:34][CH2:33][CH2:32]1. The catalyst is C(Cl)Cl. The product is [CH:31]1([O:30][C:29]([NH:3][CH:4]([C:16]2[CH:21]=[CH:20][CH:19]=[CH:18][CH:17]=2)[C:5]([O:7][C@@H:8]2[CH:13]3[CH2:12][CH2:11][N:10]([CH2:15][CH2:14]3)[CH2:9]2)=[O:6])=[O:37])[CH2:36][CH2:35][CH2:34][CH2:33][CH2:32]1. The yield is 0.600. (5) The reactants are F[P-](F)(F)(F)(F)F.N1(O[P+](N(C)C)(N(C)C)N(C)C)C2C=CC=CC=2N=N1.[C:28]([O:32][C:33]([N:35]([C:81]([O:83][C:84]([CH3:87])([CH3:86])[CH3:85])=[O:82])[C:36]1[C:45]2[C:40](=[CH:41][C:42]([NH:46][CH:47]([C:51]3[CH:56]=[CH:55][C:54]([C@@H:57]([CH3:79])[CH2:58][O:59][C:60](=[O:78])[NH:61][C:62]4[CH:67]=[C:66]([CH2:68][NH:69][CH3:70])[C:65]([O:71][C@@H:72]([CH3:76])[CH2:73][O:74][CH3:75])=[C:64]([F:77])[CH:63]=4)=[C:53]([CH3:80])[CH:52]=3)[C:48](O)=[O:49])=[CH:43][CH:44]=2)[CH:39]=[CH:38][N:37]=1)=[O:34])([CH3:31])([CH3:30])[CH3:29]. The catalyst is CN(C)C1C=CN=CC=1.C(Cl)Cl.CN(C=O)C. The product is [C:28]([O:32][C:33]([N:35]([C:36]1[C:45]2[C:40](=[CH:41][C:42]([NH:46][CH:47]3[C:48](=[O:49])[N:69]([CH3:70])[CH2:68][C:66]4[CH:67]=[C:62]([CH:63]=[C:64]([F:77])[C:65]=4[O:71][C@@H:72]([CH3:76])[CH2:73][O:74][CH3:75])[NH:61][C:60](=[O:78])[O:59][CH2:58][C@H:57]([CH3:79])[C:54]4[C:53]([CH3:80])=[CH:52][C:51]3=[CH:56][CH:55]=4)=[CH:43][CH:44]=2)[CH:39]=[CH:38][N:37]=1)[C:81](=[O:82])[O:83][C:84]([CH3:87])([CH3:86])[CH3:85])=[O:34])([CH3:31])([CH3:30])[CH3:29]. The yield is 0.830. (6) The reactants are Cl.[O:2]1[C:6]2[CH:7]=[CH:8][CH:9]=[CH:10][C:5]=2[C:4]([CH2:11][NH2:12])=[CH:3]1.F[C:14]1[CH:22]=[N:21][CH:20]=[CH:19][C:15]=1[C:16]([OH:18])=[O:17]. No catalyst specified. The product is [O:2]1[C:6]2[CH:7]=[CH:8][CH:9]=[CH:10][C:5]=2[C:4]([CH2:11][NH:12][C:19]2[CH:20]=[N:21][CH:22]=[CH:14][C:15]=2[C:16]([OH:18])=[O:17])=[CH:3]1. The yield is 0.0800.